From a dataset of Reaction yield outcomes from USPTO patents with 853,638 reactions. Predict the reaction yield, written as a fraction of the theoretical maximum amount of product (1.0 means a 100% yield; for example, 0.34 means a 34% yield). The reactants are C[Si]([C:5]#[C:6][C:7]1[NH:11][C:10]([C@@H:12]2[CH2:16][CH2:15][CH2:14][N:13]2[C:17]([O:19][C:20]([CH3:23])([CH3:22])[CH3:21])=[O:18])=[N:9][CH:8]=1)(C)C.C(=O)([O-])[O-].[K+].[K+]. The catalyst is CO. The product is [C:6]([C:7]1[NH:11][C:10]([C@@H:12]2[CH2:16][CH2:15][CH2:14][N:13]2[C:17]([O:19][C:20]([CH3:23])([CH3:22])[CH3:21])=[O:18])=[N:9][CH:8]=1)#[CH:5]. The yield is 0.820.